From a dataset of Forward reaction prediction with 1.9M reactions from USPTO patents (1976-2016). Predict the product of the given reaction. (1) Given the reactants [NH2:1][C:2]1[C:3]2[S:10][CH:9]=[C:8]([C:11]([NH:13][C:14]3[CH:15]=[C:16]([CH:20]=[CH:21][C:22]=3[CH3:23])[C:17](O)=[O:18])=[O:12])[C:4]=2[N:5]=[CH:6][N:7]=1.[CH3:24][O:25][C:26]1[CH:27]=[C:28]([CH:30]=[CH:31][CH:32]=1)[NH2:29], predict the reaction product. The product is: [NH2:1][C:2]1[C:3]2[S:10][CH:9]=[C:8]([C:11]([NH:13][C:14]3[CH:15]=[C:16]([C:17](=[O:18])[NH:29][C:28]4[CH:30]=[CH:31][CH:32]=[C:26]([O:25][CH3:24])[CH:27]=4)[CH:20]=[CH:21][C:22]=3[CH3:23])=[O:12])[C:4]=2[N:5]=[CH:6][N:7]=1. (2) Given the reactants Br[C:2]1[CH:7]=[CH:6][C:5]([S:8]([CH3:11])(=[O:10])=[O:9])=[CH:4][C:3]=1[N+:12]([O-:14])=[O:13].[CH2:15](B(O)O)[CH3:16].C([O-])([O-])=O.[K+].[K+].CC(=O)OCC, predict the reaction product. The product is: [CH2:15]([C:2]1[CH:7]=[CH:6][C:5]([S:8]([CH3:11])(=[O:10])=[O:9])=[CH:4][C:3]=1[N+:12]([O-:14])=[O:13])[CH3:16]. (3) Given the reactants [Cl:1][C:2]1[CH:3]=[C:4]([C:8]2[N:13]=[C:12]([CH2:14][C:15]3[CH:20]=[CH:19][C:18]([CH2:21][C:22]([O:24]C)=O)=[CH:17][CH:16]=3)[CH:11]=[C:10]([C:26]([F:29])([F:28])[F:27])[N:9]=2)[CH:5]=[CH:6][CH:7]=1.[Cl-].[NH4+:31].N, predict the reaction product. The product is: [Cl:1][C:2]1[CH:3]=[C:4]([C:8]2[N:13]=[C:12]([CH2:14][C:15]3[CH:16]=[CH:17][C:18]([CH2:21][C:22]([NH2:31])=[O:24])=[CH:19][CH:20]=3)[CH:11]=[C:10]([C:26]([F:27])([F:28])[F:29])[N:9]=2)[CH:5]=[CH:6][CH:7]=1. (4) Given the reactants [Cl:1][C:2]1[N:7]=[C:6]2[NH:8][N:9]=[CH:10][C:5]2=[C:4]([C:11]([F:14])([F:13])[F:12])[CH:3]=1.[I:15]N1C(=O)CCC1=O.C(=O)([O-])O.[Na+].ClCCl, predict the reaction product. The product is: [Cl:1][C:2]1[N:7]=[C:6]2[NH:8][N:9]=[C:10]([I:15])[C:5]2=[C:4]([C:11]([F:13])([F:14])[F:12])[CH:3]=1.